This data is from Peptide-MHC class II binding affinity with 134,281 pairs from IEDB. The task is: Regression. Given a peptide amino acid sequence and an MHC pseudo amino acid sequence, predict their binding affinity value. This is MHC class II binding data. (1) The peptide sequence is EKKYFCATQFEPLAA. The MHC is DRB1_0101 with pseudo-sequence DRB1_0101. The binding affinity (normalized) is 0.761. (2) The peptide sequence is KMIGGIGGFIKVRQYDQISI. The MHC is DRB1_0101 with pseudo-sequence DRB1_0101. The binding affinity (normalized) is 0.242. (3) The peptide sequence is FNGGESKLKAEATTD. The MHC is DRB1_1001 with pseudo-sequence DRB1_1001. The binding affinity (normalized) is 0.316. (4) The peptide sequence is SLYNTVATLYCVHQRIDV. The MHC is DRB4_0101 with pseudo-sequence DRB4_0103. The binding affinity (normalized) is 0.263. (5) The peptide sequence is IEFGTNISKEHDGEC. The MHC is HLA-DPA10201-DPB10501 with pseudo-sequence HLA-DPA10201-DPB10501. The binding affinity (normalized) is 0.0369. (6) The peptide sequence is ASAAIFGHDGTVWAQ. The MHC is DRB5_0101 with pseudo-sequence DRB5_0101. The binding affinity (normalized) is 0.238. (7) The peptide sequence is GAMAKKGDEQKLRSA. The MHC is HLA-DQA10201-DQB10202 with pseudo-sequence HLA-DQA10201-DQB10202. The binding affinity (normalized) is 0.